This data is from Forward reaction prediction with 1.9M reactions from USPTO patents (1976-2016). The task is: Predict the product of the given reaction. (1) Given the reactants [CH2:1]([O:8][C:9]1[CH:19]=[CH:18][C:12]([O:13][CH2:14][C@H:15]2[O:17][CH2:16]2)=[CH:11][C:10]=1[N+:20]([O-])=O)[C:2]1[CH:7]=[CH:6][CH:5]=[CH:4][CH:3]=1.[CH2:23]([NH:30][CH2:31][CH2:32][CH:33]([C:42]1[CH:47]=[CH:46][C:45]([O:48][CH3:49])=[CH:44][CH:43]=1)[C:34]1[CH:39]=[CH:38][C:37]([O:40][CH3:41])=[CH:36][CH:35]=1)[C:24]1[CH:29]=[CH:28][CH:27]=[CH:26][CH:25]=1.C(O)C.[Cl-].[NH4+], predict the reaction product. The product is: [NH2:20][C:10]1[CH:11]=[C:12]([CH:18]=[CH:19][C:9]=1[O:8][CH2:1][C:2]1[CH:7]=[CH:6][CH:5]=[CH:4][CH:3]=1)[O:13][CH2:14][C@@H:15]([OH:17])[CH2:16][N:30]([CH2:31][CH2:32][CH:33]([C:34]1[CH:35]=[CH:36][C:37]([O:40][CH3:41])=[CH:38][CH:39]=1)[C:42]1[CH:47]=[CH:46][C:45]([O:48][CH3:49])=[CH:44][CH:43]=1)[CH2:23][C:24]1[CH:25]=[CH:26][CH:27]=[CH:28][CH:29]=1. (2) Given the reactants [F:1][C:2]([F:34])([F:33])[O:3][C:4]1[CH:9]=[CH:8][C:7]([N:10]2[CH:14]=[N:13][C:12]([C:15]3[CH:16]=[C:17]4[C:22](=[CH:23][CH:24]=3)[CH2:21][CH:20]([NH:25]C(=O)OC(C)(C)C)[CH2:19][CH2:18]4)=[N:11]2)=[CH:6][CH:5]=1, predict the reaction product. The product is: [F:34][C:2]([F:1])([F:33])[O:3][C:4]1[CH:9]=[CH:8][C:7]([N:10]2[CH:14]=[N:13][C:12]([C:15]3[CH:16]=[C:17]4[C:22](=[CH:23][CH:24]=3)[CH2:21][CH:20]([NH2:25])[CH2:19][CH2:18]4)=[N:11]2)=[CH:6][CH:5]=1.